Dataset: Full USPTO retrosynthesis dataset with 1.9M reactions from patents (1976-2016). Task: Predict the reactants needed to synthesize the given product. (1) Given the product [Br:1][C:2]1[CH:3]=[C:4]([CH:8]=[CH:9][C:10]=1[CH2:11][Br:12])[C:5]([NH:16][CH2:15][Si:14]([CH3:18])([CH3:17])[CH3:13])=[O:6], predict the reactants needed to synthesize it. The reactants are: [Br:1][C:2]1[CH:3]=[C:4]([CH:8]=[CH:9][C:10]=1[CH2:11][Br:12])[C:5](O)=[O:6].[CH3:13][Si:14]([CH3:18])([CH3:17])[CH2:15][NH2:16].Cl.CN(C)CCCN=C=NCC.O. (2) Given the product [C:2]([C@@H:6]1[CH2:11][CH2:10][C:9]([C:12]2[CH:13]=[CH:14][C:15]([C@@H:18]([C:35](=[O:51])[NH:36][C:37]3[CH:38]=[CH:39][C:40]([C:43]4[CH:48]=[CH:47][C:46]([Cl:49])=[CH:45][C:44]=4[CH3:50])=[CH:41][CH:42]=3)[CH2:19][C:20]3[CH:34]=[CH:33][C:23]([C:24]([NH:26][CH2:27][CH2:28][S:29]([O-:32])(=[O:31])=[O:30])=[O:25])=[CH:22][CH:21]=3)=[CH:16][CH:17]=2)=[CH:8][CH2:7]1)([CH3:5])([CH3:4])[CH3:3].[NH4+:26], predict the reactants needed to synthesize it. The reactants are: [Na].[C:2]([C@@H:6]1[CH2:11][CH2:10][C:9]([C:12]2[CH:17]=[CH:16][C:15]([CH:18]([C:35](=[O:51])[NH:36][C:37]3[CH:42]=[CH:41][C:40]([C:43]4[CH:48]=[CH:47][C:46]([Cl:49])=[CH:45][C:44]=4[CH3:50])=[CH:39][CH:38]=3)[CH2:19][C:20]3[CH:34]=[CH:33][C:23]([C:24]([NH:26][CH2:27][CH2:28][S:29]([O-:32])(=[O:31])=[O:30])=[O:25])=[CH:22][CH:21]=3)=[CH:14][CH:13]=2)=[CH:8][CH2:7]1)([CH3:5])([CH3:4])[CH3:3]. (3) Given the product [CH2:1]([O:8][C@H:9]1[C@H:14]([O:15][CH2:16][C:17]2[CH:18]=[CH:19][CH:20]=[CH:21][CH:22]=2)[C@@H:13]([O:23][CH2:24][C:25]2[CH:30]=[CH:29][CH:28]=[CH:27][CH:26]=2)[C@H:12]([C:31]2[CH:36]=[CH:35][C:34]([Cl:37])=[C:33]([CH2:38][C:39]3[S:40][C:41]([C:44]4[O:45][CH:46]=[CH:47][CH:48]=4)=[CH:42][N:43]=3)[CH:32]=2)[O:11][C@@H:10]1[C:49]([OH:56])=[O:50])[C:2]1[CH:3]=[CH:4][CH:5]=[CH:6][CH:7]=1, predict the reactants needed to synthesize it. The reactants are: [CH2:1]([O:8][C@H:9]1[C@H:14]([O:15][CH2:16][C:17]2[CH:22]=[CH:21][CH:20]=[CH:19][CH:18]=2)[C@@H:13]([O:23][CH2:24][C:25]2[CH:30]=[CH:29][CH:28]=[CH:27][CH:26]=2)[C@H:12]([C:31]2[CH:36]=[CH:35][C:34]([Cl:37])=[C:33]([CH2:38][C:39]3[S:40][C:41]([C:44]4[O:45][CH:46]=[CH:47][CH:48]=4)=[CH:42][N:43]=3)[CH:32]=2)[O:11][C@@H:10]1[CH:49]=[O:50])[C:2]1[CH:7]=[CH:6][CH:5]=[CH:4][CH:3]=1.CC(=CC)C.[OH:56]P([O-])(O)=O.[K+].[O-]Cl=O.[Na+]. (4) Given the product [F:40][C:4]([F:3])([F:39])[C:5]1[CH:6]=[C:7]([CH:32]=[C:33]([C:35]([F:36])([F:38])[F:37])[CH:34]=1)[CH2:8][N:9]([C:41]#[N:42])[CH:10]1[CH2:16][CH2:15][CH2:14][N:13]([C:17]([O:19][CH:20]([CH3:21])[CH3:22])=[O:18])[C:12]2[C:23]([CH3:31])=[C:24]([C:27]([F:28])([F:29])[F:30])[CH:25]=[CH:26][C:11]1=2, predict the reactants needed to synthesize it. The reactants are: [H-].[Na+].[F:3][C:4]([F:40])([F:39])[C:5]1[CH:6]=[C:7]([CH:32]=[C:33]([C:35]([F:38])([F:37])[F:36])[CH:34]=1)[CH2:8][NH:9][CH:10]1[CH2:16][CH2:15][CH2:14][N:13]([C:17]([O:19][CH:20]([CH3:22])[CH3:21])=[O:18])[C:12]2[C:23]([CH3:31])=[C:24]([C:27]([F:30])([F:29])[F:28])[CH:25]=[CH:26][C:11]1=2.[CH3:41][N:42](C)C=O.N#CBr. (5) Given the product [CH2:26]([O:25][C:23](=[O:24])[CH2:22][C@H:18]1[C:19]2[C:15](=[CH:14][C:13]([O:12][CH2:11][CH2:10][CH2:9][O:8][C:7]3[CH:28]=[CH:29][C:4]([C:2]4[S:3][C:34]5[CH2:39][CH2:38][CH2:37][CH2:36][C:35]=5[N:1]=4)=[CH:5][C:6]=3[CH2:30][CH2:31][CH3:32])=[CH:21][CH:20]=2)[CH2:16][CH2:17]1)[CH3:27], predict the reactants needed to synthesize it. The reactants are: [NH2:1][C:2]([C:4]1[CH:29]=[CH:28][C:7]([O:8][CH2:9][CH2:10][CH2:11][O:12][C:13]2[CH:14]=[C:15]3[C:19](=[CH:20][CH:21]=2)[C@H:18]([CH2:22][C:23]([O:25][CH2:26][CH3:27])=[O:24])[CH2:17][CH2:16]3)=[C:6]([CH2:30][CH2:31][CH3:32])[CH:5]=1)=[S:3].Cl[CH:34]1[CH2:39][CH2:38][CH2:37][CH2:36][C:35]1=O. (6) Given the product [ClH:21].[OH:13][C:14]1[CH:20]=[CH:19][C:17]([N:18]2[C:10]([CH3:12])=[CH:6][C:4](=[O:5])[CH:3]=[C:2]2[CH3:1])=[CH:16][CH:15]=1, predict the reactants needed to synthesize it. The reactants are: [CH3:1][C:2]1OC(=O)[CH:6]([C:10]([CH3:12])=O)[C:4](=[O:5])[CH:3]=1.[OH:13][C:14]1[CH:20]=[CH:19][C:17]([NH2:18])=[CH:16][CH:15]=1.[ClH:21]. (7) Given the product [CH3:18][O:19][C:20]1[CH:27]=[CH:26][C:23]([CH2:24][N:7]2[CH2:6][CH2:5][N:4]3[N:8]=[C:9]([C:11]([O:13][CH2:14][CH3:15])=[O:12])[CH:10]=[C:3]3[C:2]2=[O:1])=[CH:22][CH:21]=1, predict the reactants needed to synthesize it. The reactants are: [O:1]=[C:2]1[NH:7][CH2:6][CH2:5][N:4]2[N:8]=[C:9]([C:11]([O:13][CH2:14][CH3:15])=[O:12])[CH:10]=[C:3]12.[H-].[Na+].[CH3:18][O:19][C:20]1[CH:27]=[CH:26][C:23]([CH2:24]Cl)=[CH:22][CH:21]=1.